Dataset: Peptide-MHC class I binding affinity with 185,985 pairs from IEDB/IMGT. Task: Regression. Given a peptide amino acid sequence and an MHC pseudo amino acid sequence, predict their binding affinity value. This is MHC class I binding data. (1) The peptide sequence is TPAVCGPVI. The MHC is HLA-B51:01 with pseudo-sequence HLA-B51:01. The binding affinity (normalized) is 0.304. (2) The peptide sequence is GEIGIRNWL. The MHC is HLA-B15:01 with pseudo-sequence HLA-B15:01. The binding affinity (normalized) is 0.272.